Task: Predict the product of the given reaction.. Dataset: Forward reaction prediction with 1.9M reactions from USPTO patents (1976-2016) (1) Given the reactants [Cl:1][CH2:2][C:3]([CH2:5]Cl)=O.[Cl:7][C:8]1[N:13]=[C:12]([S:14][CH3:15])[N:11]=[C:10]([NH2:16])[CH:9]=1.O, predict the reaction product. The product is: [Cl:7][C:8]1[N:13]=[C:12]([S:14][CH3:15])[N:11]2[CH:5]=[C:3]([CH2:2][Cl:1])[N:16]=[C:10]2[CH:9]=1. (2) Given the reactants C(=O)([O-])[O-].[K+].[K+].[Cl:7][C:8]1[C:16]([Cl:17])=[C:15]2[C:11]([CH2:12][C:13]([CH:20]3[CH2:24][CH2:23][CH2:22][CH2:21]3)([CH3:19])[C:14]2=[O:18])=[CH:10][C:9]=1[OH:25].Br[CH2:27][CH2:28][CH2:29][CH2:30][CH2:31][C:32]#[N:33], predict the reaction product. The product is: [Cl:7][C:8]1[C:16]([Cl:17])=[C:15]2[C:11]([CH2:12][C:13]([CH:20]3[CH2:24][CH2:23][CH2:22][CH2:21]3)([CH3:19])[C:14]2=[O:18])=[CH:10][C:9]=1[O:25][CH2:27][CH2:28][CH2:29][CH2:30][CH2:31][C:32]#[N:33]. (3) Given the reactants [H-].[Na+].C(#[N:5])C.[NH2:6][C:7]1[N:12]=[C:11]([CH2:13][C:14]2[C:19]([Cl:20])=[CH:18][CH:17]=[CH:16][C:15]=2[Cl:21])[N:10]=[C:9]([NH:22][C:23]2[CH:30]=[CH:29][C:26]([C:27]#[N:28])=[CH:25][CH:24]=2)[N:8]=1.Cl[CH2:32][CH2:33][CH2:34][N:35]=[C:36]=[O:37], predict the reaction product. The product is: [C:27]([C:26]1[CH:25]=[CH:24][C:23]([NH:22][C:9]2[N:10]=[C:11]([CH2:13][C:14]3[C:19]([Cl:20])=[CH:18][CH:17]=[CH:16][C:15]=3[Cl:21])[N:12]=[C:7]([NH:6][CH2:32][CH2:33][CH2:34][NH:35][C:36]([NH2:5])=[O:37])[N:8]=2)=[CH:30][CH:29]=1)#[N:28]. (4) Given the reactants [CH3:1][C@@H:2]([CH2:5][N:6]1[CH2:11][CH2:10][N:9]([C:12]2[CH:17]=[CH:16][C:15]([C:18]([F:21])([F:20])[F:19])=[CH:14][CH:13]=2)[CH2:8][CH2:7]1)[CH:3]=[O:4].P([O-])(O)(O)=[O:23].[Na+].CC(CC)=C.Cl([O-])=O.[Na+], predict the reaction product. The product is: [CH3:1][C@@H:2]([CH2:5][N:6]1[CH2:11][CH2:10][N:9]([C:12]2[CH:17]=[CH:16][C:15]([C:18]([F:19])([F:21])[F:20])=[CH:14][CH:13]=2)[CH2:8][CH2:7]1)[C:3]([OH:23])=[O:4]. (5) Given the reactants [CH3:1][C:2]1[S:3][C:4]([C:7]2[CH:12]=[CH:11][CH:10]=[CH:9][C:8]=2[N+:13]([O-])=O)=[N:5][N:6]=1.[Cl-].[NH4+].C(O)(C)C, predict the reaction product. The product is: [CH3:1][C:2]1[S:3][C:4]([C:7]2[CH:12]=[CH:11][CH:10]=[CH:9][C:8]=2[NH2:13])=[N:5][N:6]=1. (6) The product is: [CH3:1][O:2][C:3](=[O:21])[CH2:4][CH2:5][CH2:6][CH2:7][CH2:8][CH2:9][CH:10]([O:20][CH3:22])[C:11](=[O:19])[NH:12][C:13]1[CH:18]=[CH:17][CH:16]=[CH:15][CH:14]=1. Given the reactants [CH3:1][O:2][C:3](=[O:21])[CH2:4][CH2:5][CH2:6][CH2:7][CH2:8][CH2:9][CH:10]([OH:20])[C:11](=[O:19])[NH:12][C:13]1[CH:18]=[CH:17][CH:16]=[CH:15][CH:14]=1.[CH3:22]I, predict the reaction product. (7) Given the reactants [C:1]([N:5]1[CH:9]=[C:8]([NH:10][C:11]2[N:16]=[CH:15][N:14]=[C:13]([C:17]3[CH:18]=[CH:19][C:20]([O:25][C@H:26]4[CH2:31][CH2:30][NH:29][CH2:28][C@H:27]4[F:32])=[C:21]([CH:24]=3)[C:22]#[N:23])[N:12]=2)[CH:7]=[N:6]1)([CH3:4])([CH3:3])[CH3:2].[OH:33][CH2:34][C:35](O)=[O:36], predict the reaction product. The product is: [C:1]([N:5]1[CH:9]=[C:8]([NH:10][C:11]2[N:16]=[CH:15][N:14]=[C:13]([C:17]3[CH:18]=[CH:19][C:20]([O:25][C@H:26]4[CH2:31][CH2:30][N:29]([C:34](=[O:33])[CH2:35][OH:36])[CH2:28][C@H:27]4[F:32])=[C:21]([CH:24]=3)[C:22]#[N:23])[N:12]=2)[CH:7]=[N:6]1)([CH3:4])([CH3:2])[CH3:3].